This data is from Peptide-MHC class I binding affinity with 185,985 pairs from IEDB/IMGT. The task is: Regression. Given a peptide amino acid sequence and an MHC pseudo amino acid sequence, predict their binding affinity value. This is MHC class I binding data. (1) The peptide sequence is IICEDAMYYA. The MHC is HLA-A02:01 with pseudo-sequence HLA-A02:01. The binding affinity (normalized) is 0.711. (2) The peptide sequence is SLNQTVHSL. The MHC is HLA-A68:02 with pseudo-sequence HLA-A68:02. The binding affinity (normalized) is 0.105. (3) The peptide sequence is SNVVDSNML. The MHC is H-2-Kb with pseudo-sequence H-2-Kb. The binding affinity (normalized) is 0.114. (4) The peptide sequence is RRRWQQLLAL. The MHC is Mamu-A07 with pseudo-sequence Mamu-A07. The binding affinity (normalized) is 0.354. (5) The binding affinity (normalized) is 1.00. The peptide sequence is LMIERFVSL. The MHC is HLA-A02:01 with pseudo-sequence HLA-A02:01.